From a dataset of Forward reaction prediction with 1.9M reactions from USPTO patents (1976-2016). Predict the product of the given reaction. Given the reactants [Cl:1][C:2]1[CH:7]=[CH:6][C:5]([C:8]2([OH:34])[CH2:13][CH2:12][N:11]([CH2:14][CH2:15][CH:16]=[C:17]3[C:23]4[CH:24]=[CH:25][CH:26]=[CH:27][C:22]=4[CH2:21][O:20][C:19]4[CH:28]=[CH:29][C:30](OC)=[CH:31][C:18]3=4)[CH2:10][CH2:9]2)=[CH:4][CH:3]=1.[C:35](Cl)(=[O:37])[CH3:36].C(N(CC)CC)C.C(=O)(O)[O-].[Na+], predict the reaction product. The product is: [C:35]([O:34][C:8]1([C:5]2[CH:6]=[CH:7][C:2]([Cl:1])=[CH:3][CH:4]=2)[CH2:13][CH2:12][N:11]([CH2:14][CH2:15][CH:16]=[C:17]2[C:23]3[CH:24]=[CH:25][CH:26]=[CH:27][C:22]=3[CH2:21][O:20][C:19]3[CH:28]=[CH:29][CH:30]=[CH:31][C:18]2=3)[CH2:10][CH2:9]1)(=[O:37])[CH3:36].